This data is from Catalyst prediction with 721,799 reactions and 888 catalyst types from USPTO. The task is: Predict which catalyst facilitates the given reaction. (1) Reactant: [CH3:1][C@@:2]([S:27]([CH3:30])(=[O:29])=[O:28])([CH2:13][CH2:14][N:15]1[CH:19]=[C:18]([C:20]2[CH:25]=[CH:24][CH:23]=[CH:22][CH:21]=2)[C:17]([CH3:26])=[N:16]1)[C:3]([NH:5][O:6]C1CCCCO1)=[O:4].CC1C=CC(S([O-])(=O)=O)=CC=1.C1C=C[NH+]=CC=1. Product: [OH:6][NH:5][C:3](=[O:4])[C@:2]([CH3:1])([S:27]([CH3:30])(=[O:29])=[O:28])[CH2:13][CH2:14][N:15]1[CH:19]=[C:18]([C:20]2[CH:25]=[CH:24][CH:23]=[CH:22][CH:21]=2)[C:17]([CH3:26])=[N:16]1. The catalyst class is: 14. (2) Reactant: Cl.[NH2:2][CH2:3][C:4]([C:6]1[CH:11]=[CH:10][CH:9]=[C:8]([C:12]([F:15])([F:14])[F:13])[CH:7]=1)=[O:5].[CH2:16]([O:23][C:24]([NH:26][CH2:27][CH:28]1[CH2:33][CH2:32][CH:31]([C:34](O)=[O:35])[CH2:30][CH2:29]1)=[O:25])[C:17]1[CH:22]=[CH:21][CH:20]=[CH:19][CH:18]=1.F[P-](F)(F)(F)(F)F.N1(O[P+](N(C)C)(N(C)C)N(C)C)C2C=CC=CC=2N=N1.C(N(CC)CC)C. Product: [CH2:16]([O:23][C:24](=[O:25])[NH:26][CH2:27][CH:28]1[CH2:33][CH2:32][CH:31]([C:34](=[O:35])[NH:2][CH2:3][C:4](=[O:5])[C:6]2[CH:11]=[CH:10][CH:9]=[C:8]([C:12]([F:13])([F:14])[F:15])[CH:7]=2)[CH2:30][CH2:29]1)[C:17]1[CH:22]=[CH:21][CH:20]=[CH:19][CH:18]=1. The catalyst class is: 18. (3) Reactant: C(O[CH:5]1[N:11]=[C:10]([C:12]2[CH:17]=[CH:16][CH:15]=[CH:14][C:13]=2[F:18])[C:9]2[CH:19]=[CH:20][CH:21]=[C:22]([CH:23]([CH3:25])[CH3:24])[C:8]=2[NH:7][C:6]1=[O:26])(=O)C.[I-].[Na+].[K].[C:30]1(=[O:40])[NH:34][C:33](=[O:35])[C:32]2=[CH:36][CH:37]=[CH:38][CH:39]=[C:31]12. Product: [C:30]1(=[O:40])[N:34]([CH:5]2[N:11]=[C:10]([C:12]3[CH:17]=[CH:16][CH:15]=[CH:14][C:13]=3[F:18])[C:9]3[CH:19]=[CH:20][CH:21]=[C:22]([CH:23]([CH3:25])[CH3:24])[C:8]=3[NH:7][C:6]2=[O:26])[C:33](=[O:35])[C:32]2=[CH:36][CH:37]=[CH:38][CH:39]=[C:31]12. The catalyst class is: 9. (4) Reactant: [C:1]1([S:7]([N:10]2[C:14]3=[N:15][CH:16]=[C:17]([C:19]([F:22])([F:21])[F:20])[CH:18]=[C:13]3[CH:12]=[C:11]2[CH:23]([OH:30])[CH2:24][CH:25]2[CH2:29][CH2:28][CH2:27][CH2:26]2)(=[O:9])=[O:8])[CH:6]=[CH:5][CH:4]=[CH:3][CH:2]=1.CC(OI1(OC(C)=O)(OC(C)=O)OC(=O)C2C=CC=CC1=2)=O. Product: [C:1]1([S:7]([N:10]2[C:14]3=[N:15][CH:16]=[C:17]([C:19]([F:22])([F:21])[F:20])[CH:18]=[C:13]3[CH:12]=[C:11]2[C:23](=[O:30])[CH2:24][CH:25]2[CH2:29][CH2:28][CH2:27][CH2:26]2)(=[O:8])=[O:9])[CH:2]=[CH:3][CH:4]=[CH:5][CH:6]=1. The catalyst class is: 4. (5) Reactant: C(OC([NH:8][C:9]1[CH:14]=[CH:13][C:12]([N:15]2[C:24](=[O:25])[C:23]3[C:18](=[CH:19][CH:20]=[CH:21][CH:22]=3)[NH:17][C:16]2=[O:26])=[CH:11][CH:10]=1)=O)(C)(C)C.[C:27]([OH:33])([C:29]([F:32])([F:31])[F:30])=[O:28]. Product: [F:30][C:29]([F:32])([F:31])[C:27]([OH:33])=[O:28].[NH2:8][C:9]1[CH:14]=[CH:13][C:12]([N:15]2[C:24](=[O:25])[C:23]3[C:18](=[CH:19][CH:20]=[CH:21][CH:22]=3)[NH:17][C:16]2=[O:26])=[CH:11][CH:10]=1. The catalyst class is: 2. (6) Reactant: [C:1]1([C:8]2[CH:13]=[CH:12][C:11]([OH:14])=[CH:10][CH:9]=2)[CH:6]=[CH:5][C:4](O)=[CH:3][CH:2]=1.[C:15]([O-:18])([O-])=O.[K+].[K+].[CH2:21](Br)[CH:22]=C. Product: [CH2:15]([O:18][C:11]1([OH:14])[CH:12]=[CH:13][C:8]([C:1]2[CH:6]=[CH:5][CH:4]=[CH:3][CH:2]=2)=[CH:9][CH2:10]1)[CH:21]=[CH2:22]. The catalyst class is: 21. (7) Reactant: C([O:5][C:6]([CH:8]1[CH:12]([C:13]2[CH:18]=[CH:17][CH:16]=[C:15]([F:19])[CH:14]=2)[C:11]([C:22]2[CH:27]=[CH:26][C:25]([Cl:28])=[CH:24][C:23]=2[F:29])([C:20]#[N:21])[CH:10]([CH2:30][C:31]([CH3:34])([CH3:33])[CH3:32])[NH:9]1)=[O:7])(C)(C)C.[F:35][C:36]([F:41])([F:40])[C:37]([OH:39])=[O:38]. Product: [F:35][C:36]([F:41])([F:40])[C:37]([OH:39])=[O:38].[Cl:28][C:25]1[CH:26]=[CH:27][C:22]([C:11]2([C:20]#[N:21])[CH:10]([CH2:30][C:31]([CH3:34])([CH3:33])[CH3:32])[NH:9][CH:8]([C:6]([OH:7])=[O:5])[CH:12]2[C:13]2[CH:18]=[CH:17][CH:16]=[C:15]([F:19])[CH:14]=2)=[C:23]([F:29])[CH:24]=1. The catalyst class is: 4. (8) Reactant: [S:1]1[C:5]([C:6]2[C:7]([O:27][CH3:28])=[CH:8][C:9]([O:25][CH3:26])=[C:10](/[CH:12]=[CH:13]/[C:14]([C:16]3[CH:24]=[CH:23][C:19]([C:20]([NH2:22])=[O:21])=[CH:18][CH:17]=3)=[O:15])[CH:11]=2)=[CH:4][C:3]2[CH:29]=[CH:30][CH:31]=[CH:32][C:2]1=2.C[Si]([N-][Si](C)(C)C)(C)C.[Li+].[C:43](OC(=O)C)(=[O:45])[CH3:44]. Product: [C:43]([NH:22][C:20](=[O:21])[C:19]1[CH:23]=[CH:24][C:16]([C:14](=[O:15])/[CH:13]=[CH:12]/[C:10]2[CH:11]=[C:6]([C:5]3[S:1][C:2]4[CH:32]=[CH:31][CH:30]=[CH:29][C:3]=4[CH:4]=3)[C:7]([O:27][CH3:28])=[CH:8][C:9]=2[O:25][CH3:26])=[CH:17][CH:18]=1)(=[O:45])[CH3:44]. The catalyst class is: 1. (9) Reactant: [CH3:1][O:2][C:3]1[N:8]=[C:7]([NH2:9])[CH:6]=[CH:5][CH:4]=1.[Cl:10][C:11]1[CH:12]=N[CH:14]=[C:15]([Cl:19])[C:16]=1[CH:17]=O.[N+:20]([C:22]1[CH:31]=[CH:30][C:25]2[O:26][CH2:27][CH2:28][O:29][C:24]=2[CH:23]=1)#[C-:21].O1CCOC[CH2:33]1. Product: [Cl:10][C:11]1[CH:12]=[CH:33][CH:14]=[C:15]([Cl:19])[C:16]=1[C:17]1[N:9]=[C:7]2[CH:6]=[CH:5][CH:4]=[C:3]([O:2][CH3:1])[N:8]2[C:21]=1[NH:20][C:22]1[CH:31]=[CH:30][C:25]2[O:26][CH2:27][CH2:28][O:29][C:24]=2[CH:23]=1. The catalyst class is: 530. (10) Reactant: [CH3:1][N:2]1[C:6](B(O)O)=[CH:5][C:4]([C:10]([F:13])([F:12])[F:11])=[N:3]1.[Cl:14][C:15]1[CH:20]=[CH:19][C:18](I)=[CH:17][CH:16]=1.[O-]P([O-])([O-])=O.[K+].[K+].[K+]. Product: [Cl:14][C:15]1[CH:20]=[CH:19][C:18]([C:6]2[N:2]([CH3:1])[N:3]=[C:4]([C:10]([F:13])([F:12])[F:11])[CH:5]=2)=[CH:17][CH:16]=1. The catalyst class is: 38.